Task: Predict the reactants needed to synthesize the given product.. Dataset: Full USPTO retrosynthesis dataset with 1.9M reactions from patents (1976-2016) (1) The reactants are: Cl.[Cl:2][C:3]1[CH:4]=[C:5]2[C:10](=[CH:11][CH:12]=1)[N:9]=[C:8]([N:13]1[CH2:18][CH2:17][NH:16][CH2:15][CH2:14]1)[CH:7]=[CH:6]2.[CH2:19]([N:21]([CH2:35][CH3:36])[C:22]1[CH:30]=[CH:29][C:28]([S:31]([CH3:34])(=[O:33])=[O:32])=[CH:27][C:23]=1[C:24](O)=[O:25])[CH3:20].C(OCC)(=O)C. Given the product [Cl:2][C:3]1[CH:4]=[C:5]2[C:10](=[CH:11][CH:12]=1)[N:9]=[C:8]([N:13]1[CH2:14][CH2:15][N:16]([C:24]([C:23]3[CH:27]=[C:28]([S:31]([CH3:34])(=[O:33])=[O:32])[CH:29]=[CH:30][C:22]=3[N:21]([CH2:35][CH3:36])[CH2:19][CH3:20])=[O:25])[CH2:17][CH2:18]1)[CH:7]=[CH:6]2, predict the reactants needed to synthesize it. (2) Given the product [CH3:1][N:4]([CH3:5])[C:37](=[O:38])[C:36]1[CH:40]=[CH:41][CH:42]=[C:34]([CH2:33][N:12]2[CH:13]=[C:14]([C:17]3[O:21][N:20]=[C:19]([C:22]4[CH:27]=[CH:26][C:25]([O:28][C:29]([F:32])([F:31])[F:30])=[CH:24][CH:23]=4)[N:18]=3)[CH:15]=[CH:16][C:11]2=[O:10])[CH:35]=1, predict the reactants needed to synthesize it. The reactants are: [CH:1]([N:4](CC)[CH:5](C)C)(C)C.[O:10]=[C:11]1[CH:16]=[CH:15][C:14]([C:17]2[O:21][N:20]=[C:19]([C:22]3[CH:27]=[CH:26][C:25]([O:28][C:29]([F:32])([F:31])[F:30])=[CH:24][CH:23]=3)[N:18]=2)=[CH:13][N:12]1[CH2:33][C:34]1[CH:35]=[C:36]([CH:40]=[CH:41][CH:42]=1)[C:37](Cl)=[O:38].CNC.C(OCC)(=O)C.